From a dataset of Forward reaction prediction with 1.9M reactions from USPTO patents (1976-2016). Predict the product of the given reaction. (1) Given the reactants [C:1]([C:4]1[N:8]2[N:9]=[CH:10][CH:11]=[CH:12][C:7]2=[C:6]([C:13]([O:15][CH2:16][CH3:17])=[O:14])[C:5]=1[CH3:18])(=O)[CH3:2].[CH3:19][NH2:20].Cl, predict the reaction product. The product is: [CH3:18][C:5]1[C:6]([C:13]([O:15][CH2:16][CH3:17])=[O:14])=[C:7]2[CH:12]=[CH:11][CH:10]=[N:9][N:8]2[C:4]=1[CH:1]([NH:20][CH3:19])[CH3:2]. (2) Given the reactants [Cl:1][C:2]1[CH:23]=[CH:22][CH:21]=[C:20]([F:24])[C:3]=1[CH2:4][O:5][C:6]1[N:11]2[N:12]=[C:13]([CH3:18])[C:14]([C:15](O)=[O:16])=[C:10]2[CH:9]=[C:8]([CH3:19])[CH:7]=1.Cl.CN(C)CCCN=C=NCC.ON1C2C=CC=CC=2N=N1.[C:47]([O:51][C:52](=[O:61])[NH:53][C:54]([CH2:59][NH2:60])([CH3:58])[CH2:55][CH2:56][CH3:57])([CH3:50])([CH3:49])[CH3:48].C(N(CC)C(C)C)(C)C, predict the reaction product. The product is: [C:47]([O:51][C:52](=[O:61])[NH:53][C:54]([CH3:58])([CH2:55][CH2:56][CH3:57])[CH2:59][NH:60][C:15]([C:14]1[C:13]([CH3:18])=[N:12][N:11]2[C:6]([O:5][CH2:4][C:3]3[C:20]([F:24])=[CH:21][CH:22]=[CH:23][C:2]=3[Cl:1])=[CH:7][C:8]([CH3:19])=[CH:9][C:10]=12)=[O:16])([CH3:48])([CH3:49])[CH3:50]. (3) Given the reactants CS(C)=O.C(Cl)(=O)C(Cl)=O.[Br:11][C:12]1[CH:13]=[C:14]([C:31]([O:33][CH2:34][CH3:35])=[O:32])[C:15](=[O:30])[N:16]([C:20]2[CH:25]=[CH:24][CH:23]=[C:22]([C:26]([F:29])([F:28])[F:27])[CH:21]=2)[C:17]=1[CH2:18][OH:19].C(N(CC)CC)C, predict the reaction product. The product is: [Br:11][C:12]1[CH:13]=[C:14]([C:31]([O:33][CH2:34][CH3:35])=[O:32])[C:15](=[O:30])[N:16]([C:20]2[CH:25]=[CH:24][CH:23]=[C:22]([C:26]([F:29])([F:28])[F:27])[CH:21]=2)[C:17]=1[CH:18]=[O:19]. (4) The product is: [CH3:6][O:5][C:4]1[CH:3]=[C:2]([CH:11]=[CH:10][C:7]=1[O:8][CH3:9])[CH2:1][NH:12][CH:13]([CH3:20])[CH2:14][CH2:15][S:16]([OH:19])(=[O:18])=[O:17]. Given the reactants [CH2:1]([NH2:12])[C:2]1[CH:11]=[CH:10][C:7]([O:8][CH3:9])=[C:4]([O:5][CH3:6])[CH:3]=1.[CH2:13]1[CH2:20][O:19][S:16](=[O:18])(=[O:17])[CH2:15][CH2:14]1, predict the reaction product. (5) Given the reactants [OH:1][C:2]1[CH:15]=[CH:14][C:5]([C:6]([C:8]2[CH:13]=[CH:12][CH:11]=[CH:10][CH:9]=2)=O)=[CH:4][CH:3]=1, predict the reaction product. The product is: [OH:1][C:2]1[CH:15]=[CH:14][C:5]([C:6]([C:8]2[CH:13]=[CH:12][CH:11]=[CH:10][CH:9]=2)=[C:6]([C:5]2[CH:4]=[CH:3][C:2]([OH:1])=[CH:15][CH:14]=2)[C:8]2[CH:9]=[CH:10][CH:11]=[CH:12][CH:13]=2)=[CH:4][CH:3]=1. (6) Given the reactants [F:1][C:2]1[CH:3]=[C:4]([C:8]2[N:13]=[C:12]([CH3:14])[C:11]([C:15]([OH:17])=O)=[CH:10][N:9]=2)[CH:5]=[CH:6][CH:7]=1.CN(C(ON1N=NC2C=CC=NC1=2)=[N+](C)C)C.F[P-](F)(F)(F)(F)F.CCN(C(C)C)C(C)C.[CH3:51][N:52]([CH3:67])[S:53]([C:56]1[C:64]2[C:59](=[CH:60][CH:61]=[C:62]([F:65])[CH:63]=2)[N:58]([NH2:66])[CH:57]=1)(=[O:55])=[O:54], predict the reaction product. The product is: [CH3:51][N:52]([CH3:67])[S:53]([C:56]1[C:64]2[C:59](=[CH:60][CH:61]=[C:62]([F:65])[CH:63]=2)[N:58]([NH:66][C:15]([C:11]2[C:12]([CH3:14])=[N:13][C:8]([C:4]3[CH:5]=[CH:6][CH:7]=[C:2]([F:1])[CH:3]=3)=[N:9][CH:10]=2)=[O:17])[CH:57]=1)(=[O:54])=[O:55]. (7) Given the reactants [F:1][C:2]1[C:36]([F:37])=[CH:35][CH:34]=[CH:33][C:3]=1[CH2:4][S:5][C:6]1[N:11]=[C:10]([NH:12][S:13]([N:16]2[CH2:19][CH2:18][CH2:17]2)(=[O:15])=[O:14])[CH:9]=[C:8]([O:20][C@H:21]([C@H:23]2[CH2:27][O:26]C3(CCCCC3)[O:24]2)[CH3:22])[N:7]=1.O, predict the reaction product. The product is: [F:1][C:2]1[C:36]([F:37])=[CH:35][CH:34]=[CH:33][C:3]=1[CH2:4][S:5][C:6]1[N:11]=[C:10]([NH:12][S:13]([N:16]2[CH2:19][CH2:18][CH2:17]2)(=[O:15])=[O:14])[CH:9]=[C:8]([O:20][C@@H:21]([CH3:22])[C@H:23]([OH:24])[CH2:27][OH:26])[N:7]=1. (8) Given the reactants [Cl:1][C:2]1[N:7]=[C:6](Cl)[CH:5]=[C:4]([C:9]2[CH:14]=[CH:13][C:12]([F:15])=[C:11]([Cl:16])[CH:10]=2)[N:3]=1.C([O-])(O)=O.[Na+].[C:22]([O:26][C:27]([N:29]1[CH2:34][CH2:33][NH:32][CH2:31][CH2:30]1)=[O:28])([CH3:25])([CH3:24])[CH3:23], predict the reaction product. The product is: [C:22]([O:26][C:27]([N:29]1[CH2:34][CH2:33][N:32]([C:6]2[CH:5]=[C:4]([C:9]3[CH:14]=[CH:13][C:12]([F:15])=[C:11]([Cl:16])[CH:10]=3)[N:3]=[C:2]([Cl:1])[N:7]=2)[CH2:31][CH2:30]1)=[O:28])([CH3:25])([CH3:23])[CH3:24]. (9) Given the reactants CN(C)C=O.[C:6](/[C:8](=[C:16](/[N:18]1[CH2:24][CH2:23][CH2:22][N:21]([C:25]2[CH:30]=[CH:29][C:28]([O:31][CH3:32])=[CH:27][CH:26]=2)[CH2:20][CH2:19]1)\[CH3:17])/[C:9](=[S:15])/[N:10]=[CH:11]/N(C)C)#[N:7].Cl[CH2:34][C:35]([NH2:37])=[O:36].[OH-].[Na+], predict the reaction product. The product is: [NH2:7][C:6]1[C:8]2[C:9](=[N:10][CH:11]=[CH:17][C:16]=2[N:18]2[CH2:24][CH2:23][CH2:22][N:21]([C:25]3[CH:26]=[CH:27][C:28]([O:31][CH3:32])=[CH:29][CH:30]=3)[CH2:20][CH2:19]2)[S:15][C:34]=1[C:35]([NH2:37])=[O:36].